Predict the reactants needed to synthesize the given product. From a dataset of Full USPTO retrosynthesis dataset with 1.9M reactions from patents (1976-2016). (1) Given the product [CH2:1]([N:8]1[CH2:13][CH2:12][CH2:11][C:10]([C:26]2[CH:27]=[CH:28][C:23]([O:29][CH3:30])=[CH:24][CH:25]=2)([C:15]2[CH:20]=[CH:19][C:18]([O:21][CH3:22])=[CH:17][CH:16]=2)[CH2:9]1)[C:2]1[CH:7]=[CH:6][CH:5]=[CH:4][CH:3]=1, predict the reactants needed to synthesize it. The reactants are: [CH2:1]([N:8]1[CH2:13][CH2:12][CH2:11][C:10]([C:15]2[CH:20]=[CH:19][C:18]([O:21][CH3:22])=[CH:17][CH:16]=2)(O)[CH2:9]1)[C:2]1[CH:7]=[CH:6][CH:5]=[CH:4][CH:3]=1.[C:23]1([O:29][CH3:30])[CH:28]=[CH:27][CH:26]=[CH:25][CH:24]=1.[Al+3].[Cl-].[Cl-].[Cl-].[NH4+].[OH-]. (2) The reactants are: C(N=C=S)(=O)C1C=CC=CC=1.[NH:12]1[CH:16]=[CH:15][N:14]=[C:13]1[CH2:17][N:18]1[C:23]2[CH:24]=[CH:25][NH:26][C:22]=2[C:21](=[O:27])[NH:20][C:19]1=[S:28].N1C=CN=C1CNC1C=CNC=1C(OCC)=O. Given the product [NH:12]1[CH:16]=[CH:15][N:14]=[C:13]1[CH2:17][N:18]1[C:23]2[CH:24]=[CH:25][NH:26][C:22]=2[C:21](=[O:27])[NH:20][C:19]1=[S:28], predict the reactants needed to synthesize it.